Task: Binary Classification. Given a miRNA mature sequence and a target amino acid sequence, predict their likelihood of interaction.. Dataset: Experimentally validated miRNA-target interactions with 360,000+ pairs, plus equal number of negative samples (1) The miRNA is cel-miR-255-3p with sequence AAACUGAAGAGAUUUUUUACAG. The protein sequence of the target gene is MPVPASWPHPPGPFLLLTLLLGLTEVAGEEELQMIQPEKLLLVTVGKTATLHCTVTSLLPVGPVLWFRGVGPGRELIYNQKEGHFPRVTTVSDLTKRNNMDFSIRISSITPADVGTYYCVKFRKGSPENVEFKSGPGTEMALGAKPSAPVVLGPAARTTPEHTVSFTCESHGFSPRDITLKWFKNGNELSDFQTNVDPTGQSVAYSIRSTARVVLDPWDVRSQVICEVAHVTLQGDPLRGTANLSEAIRVPPTLEVTQQPMRVGNQVNVTCQVRKFYPQSLQLTWSENGNVCQRETASTL.... Result: 0 (no interaction). (2) The miRNA is hsa-miR-30a-3p with sequence CUUUCAGUCGGAUGUUUGCAGC. The protein sequence of the target gene is MTAGSPEECGEVRRSPEGRVSRLGRRLGRRRRPRSPPEPLRVRARLRLRSPSGAFAALGALVVLVGMGIAVAGYWPHRAGAPGSRAANASSPQMSELRREGRGGGRAHGPHERLRLLGPVIMGVGLFVFICANTLLYENRDLETRRLRQGVLRAQALRPPDGPGWDCALLPSPGPRSPRAVGCAEPEIWDPSPRRGTSPVPSVRSLRSEPANPRLGLPALLNSYPLKGPGLPPPWGPRTQTGHVIITVQPSGSCIEHSKSLDLGLGELLLGAPAARDCAHRSWPRLDRLSLGGYAKLGGG.... Result: 0 (no interaction). (3) The miRNA is hsa-miR-4312 with sequence GGCCUUGUUCCUGUCCCCA. The protein sequence of the target gene is MDVLPTGGGRPGLRTELEFRGGGGEARLESQEEETIPAAPPAPRLRGAAERPRRSRDTWDGDEDTEPGEACGGRTSRTASLVSGLLNELYSCTEEEEAAGGGRGAEGRRRRRDSLDSSTEASGSDVVLGGRSGAGDSRVLQELQERPSQRHQMLYLRQKDANELKTILRELKYRIGIQSAKLLRHLKQKDRLLHKVQRNCDIVTACLQAVSQKRRVDTKLKFTLEPSLGQNGFQQWYDALKAVARLSTGIPKEWRRKVWLTLADHYLHSIAIDWDKTMRFTFNERSNPDDDSMGIQIVKD.... Result: 0 (no interaction). (4) The miRNA is mmu-miR-148a-3p with sequence UCAGUGCACUACAGAACUUUGU. The protein sequence of the target gene is MAQRAFPNPYADYNKSLAEGYFDAAGRLTPEFSQRLTNKIRELLQQMERGLKSADPRDGTGYTGWAGIAVLYLHLYDVFGDPAYLQLAHGYVKQSLNCLTKRSITFLCGDAGPLAVAAVLYHKMNNEKQAEDCITRLIHLNKIDPHAPNEMLYGRIGYIYALLFVNKNFGVEKIPQSHIQQICETILTSGENLARKRNFTAKSPLMYEWYQEYYVGAAHGLAGIYYYLMQPSLQVSQGKLHSLVKPSVDYVCQLKFPSGNYPPCIGDNRDLLVHWCHGAPGVIYMLIQAYKVFREEKYLC.... Result: 0 (no interaction). (5) The miRNA is rno-miR-30a-5p with sequence UGUAAACAUCCUCGACUGGAAG. The protein sequence of the target gene is MAEREVETGPRKRFEQKSDAVFDEIVENCGVMDTEMSEDTDHNLTPTLASMSYGMPNQTGSENSLLDEDDYFLNSGDLAGIPVVSSDNEDEQDCSSKDNLVSSVHTDGSLEVERRAAHQESDNENEIQIQNQLKKDFPKQFDQVSVFKSIRKDFCLVRENSKETFSGKEKNRDLTYHEREKRLDKPHKGLDSRLKSSFFDKAANQVEETLHTHLPQNPETNFRDSSYPFASKESIGSELGNSFASNIRIKEEPLDDEYDRAVAPQQGLLDRVKDEPDNAQEYSHGQQQKTQEGELKISAV.... Result: 0 (no interaction). (6) The miRNA is cel-miR-799 with sequence UGAACCCUGAUAAAGCUAGUGG. The protein sequence of the target gene is MGLPTVPGLLLSLVLLALLMGIHPSGVTGLVPSLGDREKRDSLCPQGKYVHSKNNSICCTKCHKGTYLVSDCPSPGRDTVCRECEKGTFTASQNYLRQCLSCKTCRKEMSQVEISPCQADKDTVCGCKENQFQRYLSETHFQCVDCSPCFNGTVTIPCKETQNTVCNCHAGFFLRESECVPCSHCKKNEECMKLCLPPPLANVTNPQDSGTAVLLPLVILLGLCLLSFIFISLMCRYPRWRPEVYSIICRDPVPVKEEKAGKPLTPAPSPAFSPTSGFNPTLGFSTPGFSSPVSSTPISP.... Result: 0 (no interaction). (7) The miRNA is hsa-miR-1185-2-3p with sequence AUAUACAGGGGGAGACUCUCAU. The protein sequence of the target gene is MKNEIAAVVFFFTRLVRKHDKLKKEAVERFAEKLTLILQEKYKNHWYPEKPSKGQAYRCIRVNKFQRVDPDVLKACENSCILYSDLGLPKELTLWVDPCEVCCRYGEKNNAFIVASFENKDENKDEISRKVTRALDKVTSDYHSGSSSSDEETSKEMEVKPSSVTAAASPVYQISELIFPPLPMWHPLPRKKPGMYRGNGHQNHYPPPVPFGYPNQGRKNKPYRPIPVTWVPPPGMHCDRNHWINPHMLAPH. Result: 0 (no interaction).